From a dataset of Full USPTO retrosynthesis dataset with 1.9M reactions from patents (1976-2016). Predict the reactants needed to synthesize the given product. (1) The reactants are: C(O)(=O)C.[F:5][C:6]1[C:11]([O:12][CH2:13][CH2:14][OH:15])=[CH:10][C:9]([O:16][CH3:17])=[CH:8][C:7]=1[CH:18]([NH:31][C:32]1[CH:40]=[CH:39][C:35]([C:36]([NH2:38])=[NH:37])=[CH:34][CH:33]=1)[C:19]1[NH:23][C:22](=[O:24])[N:21]([C:25]2[N:30]=[CH:29][CH:28]=[CH:27][N:26]=2)[N:20]=1.CN(C=O)C.[N+](C1C=CC([O:55][C:56](=O)[C:57]2[CH:62]=[CH:61][C:60]([CH3:63])=[CH:59][CH:58]=2)=CC=1)([O-])=O. Given the product [NH2:37][C:36](=[N:38][C:56](=[O:55])[C:57]1[CH:62]=[CH:61][C:60]([CH3:63])=[CH:59][CH:58]=1)[C:35]1[CH:34]=[CH:33][C:32]([NH:31][CH:18]([C:7]2[CH:8]=[C:9]([O:16][CH3:17])[CH:10]=[C:11]([O:12][CH2:13][CH2:14][OH:15])[C:6]=2[F:5])[C:19]2[NH:23][C:22](=[O:24])[N:21]([C:25]3[N:26]=[CH:27][CH:28]=[CH:29][N:30]=3)[N:20]=2)=[CH:40][CH:39]=1, predict the reactants needed to synthesize it. (2) Given the product [Br:3][C:4]1[CH:5]=[CH:6][C:7]([O:21][CH2:22][C:23]2[CH:24]=[CH:25][C:26]([F:29])=[CH:27][CH:28]=2)=[C:8]([CH:20]=1)[C:9]([OH:11])=[O:10], predict the reactants needed to synthesize it. The reactants are: [Li+].[OH-].[Br:3][C:4]1[CH:5]=[CH:6][C:7]([O:21][CH2:22][C:23]2[CH:28]=[CH:27][C:26]([F:29])=[CH:25][CH:24]=2)=[C:8]([CH:20]=1)[C:9]([O:11]CC1C=CC(F)=CC=1)=[O:10].Cl. (3) Given the product [C:18]([Si:15]([O:9][C:4]1[CH:3]=[C:2]([Br:1])[CH:7]=[C:6]([Br:8])[CH:5]=1)([CH3:17])[CH3:16])([CH3:21])([CH3:20])[CH3:19], predict the reactants needed to synthesize it. The reactants are: [Br:1][C:2]1[CH:3]=[C:4]([OH:9])[CH:5]=[C:6]([Br:8])[CH:7]=1.N1C=CN=C1.[Si:15](Cl)([C:18]([CH3:21])([CH3:20])[CH3:19])([CH3:17])[CH3:16]. (4) Given the product [S:14]1[C:18]2[CH:19]=[CH:20][CH:21]=[CH:22][C:17]=2[N:16]=[C:15]1[NH:23][C@H:24]1[CH2:27][C@H:26]([N:13]2[C:2]3=[N:3][CH:4]=[CH:5][CH:6]=[C:7]3[C:8]3([CH2:11][CH2:10][CH2:9]3)[C:12]2=[O:32])[CH2:25]1, predict the reactants needed to synthesize it. The reactants are: Cl[C:2]1[C:7]([C:8]2([C:12]#[N:13])[CH2:11][CH2:10][CH2:9]2)=[CH:6][CH:5]=[CH:4][N:3]=1.[S:14]1[C:18]2[CH:19]=[CH:20][CH:21]=[CH:22][C:17]=2[N:16]=[C:15]1[NH:23][C@H:24]1[CH2:27][C@H:26](N)[CH2:25]1.CC(C)([O-:32])C.[Na+].